From a dataset of Catalyst prediction with 721,799 reactions and 888 catalyst types from USPTO. Predict which catalyst facilitates the given reaction. (1) Reactant: F[C:2]1[CH:7]=[CH:6][C:5]([NH:8][C:9]([C:11]2[S:12][CH:13]=[CH:14][CH:15]=2)=[O:10])=[CH:4][C:3]=1[N+:16]([O-:18])=[O:17].C([O-])([O-])=O.[K+].[K+].[SH:25][C:26]1[CH:31]=[CH:30][C:29]([OH:32])=[CH:28][CH:27]=1. Product: [OH:32][C:29]1[CH:30]=[CH:31][C:26]([S:25][C:2]2[CH:7]=[CH:6][C:5]([NH:8][C:9]([C:11]3[S:12][CH:13]=[CH:14][CH:15]=3)=[O:10])=[CH:4][C:3]=2[N+:16]([O-:18])=[O:17])=[CH:27][CH:28]=1. The catalyst class is: 18. (2) Reactant: Cl.C([N:5]1[C:9]2=[CH:10][N:11]=[C:12]([C:14]3[CH:15]=[C:16]([CH:23]=[CH:24][C:25]=3[CH3:26])[C:17]([NH:19][CH:20]3[CH2:22][CH2:21]3)=[O:18])[CH:13]=[C:8]2[CH:7]=[N:6]1)(=O)C. Product: [CH:20]1([NH:19][C:17](=[O:18])[C:16]2[CH:23]=[CH:24][C:25]([CH3:26])=[C:14]([C:12]3[CH:13]=[C:8]4[CH:7]=[N:6][NH:5][C:9]4=[CH:10][N:11]=3)[CH:15]=2)[CH2:22][CH2:21]1. The catalyst class is: 5. (3) Reactant: [CH:1]1([N:7]2[C:15]3[C:10](=[CH:11][C:12]([N+:16]([O-])=O)=[CH:13][CH:14]=3)[CH:9]=[C:8]2[C:19]2[CH:24]=[CH:23][C:22](C)=[CH:21][CH:20]=2)[CH2:6][CH2:5][CH2:4][CH2:3][CH2:2]1.O.C([O-])(O)=O.[Na+]. Product: [NH2:16][C:12]1[CH:11]=[C:10]2[C:15](=[CH:14][CH:13]=1)[N:7]([CH:1]1[CH2:2][CH2:3][CH2:4][CH2:5][CH2:6]1)[C:8]([C:19]1[CH:20]=[CH:21][CH:22]=[CH:23][CH:24]=1)=[CH:9]2. The catalyst class is: 8.